Dataset: Reaction yield outcomes from USPTO patents with 853,638 reactions. Task: Predict the reaction yield, written as a fraction of the theoretical maximum amount of product (1.0 means a 100% yield; for example, 0.34 means a 34% yield). (1) The reactants are [C:1]([O:5][C:6]([NH:8][CH2:9][CH:10]([OH:20])[CH2:11][NH:12][C:13](=[O:19])[O:14][C:15]([CH3:18])([CH3:17])[CH3:16])=[O:7])([CH3:4])([CH3:3])[CH3:2].[S:21](Cl)([CH3:24])(=[O:23])=[O:22]. The catalyst is C(Cl)Cl. The product is [C:1]([O:5][C:6]([NH:8][CH2:9][CH:10]([O:20][S:21]([CH3:24])(=[O:23])=[O:22])[CH2:11][NH:12][C:13](=[O:19])[O:14][C:15]([CH3:18])([CH3:17])[CH3:16])=[O:7])([CH3:4])([CH3:2])[CH3:3]. The yield is 0.990. (2) The reactants are Cl.CC1(C)CCNCC1.[CH2:10]([N:12]([CH:16]([CH3:18])C)[CH:13]([CH3:15])C)[CH3:11].ClCC1[CH:46]=[CH:45][C:24]([C:25]([NH:27][C:28]2[CH:29]=[CH:30][C:31]([O:34][C:35](=[O:44])[N:36]([CH3:43])[C:37]3[CH:42]=[CH:41][CH:40]=[CH:39][CH:38]=3)=[N:32][CH:33]=2)=[O:26])=[CH:23][CH:22]=1. No catalyst specified. The product is [N:12]1([CH2:10][C:11]2[CH:46]=[CH:45][C:24]([C:25]([NH:27][C:28]3[CH:29]=[CH:30][C:31]([O:34][C:35](=[O:44])[N:36]([CH3:43])[C:37]4[CH:42]=[CH:41][CH:40]=[CH:39][CH:38]=4)=[N:32][CH:33]=3)=[O:26])=[CH:23][CH:22]=2)[CH2:13][CH2:15][CH2:18][CH2:16]1. The yield is 0.720. (3) The reactants are [I:1]N1C(=O)CCC1=O.[Cl:9][C:10]1[CH:11]=[CH:12][C:13]2[N:14]([CH:16]=[C:17]([C:19]3[O:20][CH:21]=[CH:22][CH:23]=3)[N:18]=2)[N:15]=1. The catalyst is C(#N)C. The product is [Cl:9][C:10]1[CH:11]=[CH:12][C:13]2[N:14]([C:16]([I:1])=[C:17]([C:19]3[O:20][CH:21]=[CH:22][CH:23]=3)[N:18]=2)[N:15]=1. The yield is 0.120. (4) The reactants are Br[C:2]1[C:3]([CH:9]=[O:10])=[N:4][C:5]([F:8])=[CH:6][CH:7]=1.C([Sn](CCCC)(CCCC)[C:16]1[N:17]=[CH:18][N:19]([C:21]([C:34]2[CH:39]=[CH:38][CH:37]=[CH:36][CH:35]=2)([C:28]2[CH:33]=[CH:32][CH:31]=[CH:30][CH:29]=2)[C:22]2[CH:27]=[CH:26][CH:25]=[CH:24][CH:23]=2)[CH:20]=1)CCC. The catalyst is C1(C)C=CC=CC=1.O.C1C=CC([P]([Pd]([P](C2C=CC=CC=2)(C2C=CC=CC=2)C2C=CC=CC=2)([P](C2C=CC=CC=2)(C2C=CC=CC=2)C2C=CC=CC=2)[P](C2C=CC=CC=2)(C2C=CC=CC=2)C2C=CC=CC=2)(C2C=CC=CC=2)C2C=CC=CC=2)=CC=1. The product is [F:8][C:5]1[N:4]=[C:3]([CH:9]=[O:10])[C:2]([C:16]2[N:17]=[CH:18][N:19]([C:21]([C:22]3[CH:27]=[CH:26][CH:25]=[CH:24][CH:23]=3)([C:34]3[CH:35]=[CH:36][CH:37]=[CH:38][CH:39]=3)[C:28]3[CH:29]=[CH:30][CH:31]=[CH:32][CH:33]=3)[CH:20]=2)=[CH:7][CH:6]=1. The yield is 0.570. (5) The reactants are [C:1]([NH:4][CH:5]1[CH2:10][CH2:9][NH:8][CH2:7][CH2:6]1)(=[O:3])[CH3:2].F[C:12]1[CH:19]=[CH:18][C:15]([CH:16]=[O:17])=[CH:14][CH:13]=1.C([O-])([O-])=O.[K+].[K+]. The catalyst is CN(C=O)C.O. The yield is 0.920. The product is [CH:16]([C:15]1[CH:18]=[CH:19][C:12]([N:8]2[CH2:9][CH2:10][CH:5]([NH:4][C:1](=[O:3])[CH3:2])[CH2:6][CH2:7]2)=[CH:13][CH:14]=1)=[O:17]. (6) The reactants are [Br:1][C:2]1[CH:7]=[C:6]([Cl:8])[CH:5]=[CH:4][C:3]=1[OH:9].IC.[C:12](=O)([O-])[O-].[K+].[K+].O. The catalyst is CC(C)=O. The product is [Br:1][C:2]1[CH:7]=[C:6]([Cl:8])[CH:5]=[CH:4][C:3]=1[O:9][CH3:12]. The yield is 0.980. (7) The reactants are [F:1][C:2]1[CH:3]=[C:4]([C:12]([OH:14])=O)[C:5]2[O:10][CH2:9][O:8][CH2:7][C:6]=2[CH:11]=1.[CH2:15]([O:17][C:18]([C:20]1([NH2:29])[CH2:28][C:27]2[C:22](=[CH:23][CH:24]=[CH:25][CH:26]=2)[CH2:21]1)=[O:19])[CH3:16].CN(C(ON1N=NC2C=CC=NC1=2)=[N+](C)C)C.F[P-](F)(F)(F)(F)F.CCN(C(C)C)C(C)C. The catalyst is CN(C=O)C. The product is [CH2:15]([O:17][C:18]([C:20]1([NH:29][C:12]([C:4]2[C:5]3[O:10][CH2:9][O:8][CH2:7][C:6]=3[CH:11]=[C:2]([F:1])[CH:3]=2)=[O:14])[CH2:28][C:27]2[C:22](=[CH:23][CH:24]=[CH:25][CH:26]=2)[CH2:21]1)=[O:19])[CH3:16]. The yield is 0.0600. (8) The reactants are [CH2:1]([O:3][C:4]1[CH:5]=[C:6]([CH:9]=[C:10]([N+:13]([O-:15])=[O:14])[C:11]=1[OH:12])[CH:7]=[O:8])[CH3:2].C(N(CC)CC)C.[F:23][C:24]([F:37])([F:36])[S:25](O[S:25]([C:24]([F:37])([F:36])[F:23])(=[O:27])=[O:26])(=[O:27])=[O:26]. The catalyst is C(Cl)Cl. The product is [F:23][C:24]([F:37])([F:36])[S:25]([O:12][C:11]1[C:10]([N+:13]([O-:15])=[O:14])=[CH:9][C:6]([CH:7]=[O:8])=[CH:5][C:4]=1[O:3][CH2:1][CH3:2])(=[O:27])=[O:26]. The yield is 0.760. (9) The reactants are [N:1]([CH2:4][CH:5]([S:10]([OH:13])(=[O:12])=[O:11])[CH2:6][C:7]([OH:9])=[O:8])=[N+]=[N-]. The catalyst is [Pd].CO. The product is [NH2:1][CH2:4][CH:5]([S:10]([OH:13])(=[O:11])=[O:12])[CH2:6][C:7]([OH:9])=[O:8]. The yield is 0.950.